This data is from NCI-60 drug combinations with 297,098 pairs across 59 cell lines. The task is: Regression. Given two drug SMILES strings and cell line genomic features, predict the synergy score measuring deviation from expected non-interaction effect. Drug 2: C1=NNC2=C1C(=O)NC=N2. Synergy scores: CSS=5.80, Synergy_ZIP=-3.67, Synergy_Bliss=-0.590, Synergy_Loewe=-9.30, Synergy_HSA=-1.22. Drug 1: C1C(C(OC1N2C=C(C(=O)NC2=O)F)CO)O. Cell line: NCIH23.